Task: Predict the reaction yield, written as a fraction of the theoretical maximum amount of product (1.0 means a 100% yield; for example, 0.34 means a 34% yield).. Dataset: Reaction yield outcomes from USPTO patents with 853,638 reactions (1) The reactants are [O:1]1[CH2:6][CH2:5][CH:4]([OH:7])[CH2:3][CH2:2]1.[C:8]1([CH3:18])[CH:13]=[CH:12][C:11]([S:14](Cl)(=[O:16])=[O:15])=[CH:10][CH:9]=1. The catalyst is N1C=CC=CC=1.C(Cl)Cl. The product is [O:1]1[CH2:6][CH2:5][CH:4]([O:7][S:14]([C:11]2[CH:12]=[CH:13][C:8]([CH3:18])=[CH:9][CH:10]=2)(=[O:16])=[O:15])[CH2:3][CH2:2]1. The yield is 0.900. (2) The reactants are C([O:3][C:4](=O)[CH2:5][CH:6]1[S:10][C:9]([C:11]2[NH:12][C:13]3[C:18]([CH:19]=2)=[CH:17][CH:16]=[CH:15][C:14]=3[N:20]([S:22]([C:25]2[CH:30]=[CH:29][CH:28]=[CH:27][C:26]=2[O:31][CH3:32])(=[O:24])=[O:23])[CH3:21])=[N:8][CH2:7]1)C.[BH4-].[Li+].O1CCCC1.C(O)(=O)CC(CC(O)=O)(C(O)=O)O. The catalyst is CO. The product is [OH:3][CH2:4][CH2:5][CH:6]1[S:10][C:9]([C:11]2[NH:12][C:13]3[C:18]([CH:19]=2)=[CH:17][CH:16]=[CH:15][C:14]=3[N:20]([CH3:21])[S:22]([C:25]2[CH:30]=[CH:29][CH:28]=[CH:27][C:26]=2[O:31][CH3:32])(=[O:24])=[O:23])=[N:8][CH2:7]1. The yield is 0.690. (3) The reactants are [CH2:1]1[C:9]2[C:4](=[CH:5][CH:6]=[CH:7][CH:8]=2)[CH2:3][CH:2]1[C:10]([N:12]1[CH2:17][CH:16]2[CH:14]([C:15]2([C:19]2[CH:20]=[C:21]([NH:25][S:26]([CH3:29])(=[O:28])=[O:27])[CH:22]=[CH:23][CH:24]=2)[CH3:18])[CH2:13]1)=O.[H-].[Al+3].[Li+].[H-].[H-].[H-].O.C(=O)([O-])O.[Na+]. The catalyst is O1CCCC1.C(OCC)(=O)C. The product is [CH2:1]1[C:9]2[C:4](=[CH:5][CH:6]=[CH:7][CH:8]=2)[CH2:3][CH:2]1[CH2:10][N:12]1[CH2:13][CH:14]2[CH:16]([C:15]2([C:19]2[CH:20]=[C:21]([NH:25][S:26]([CH3:29])(=[O:27])=[O:28])[CH:22]=[CH:23][CH:24]=2)[CH3:18])[CH2:17]1. The yield is 0.680. (4) The reactants are [Br:1][C:2]1[N:6]([S:7]([C:10]2[CH:15]=[CH:14][C:13]([O:16][CH3:17])=[CH:12][CH:11]=2)(=[O:9])=[O:8])[CH:5]=[C:4]([C:18](OC)=[O:19])[CH:3]=1.[H-].C([Al+]CC(C)C)C(C)C.Cl. The catalyst is O1CCCC1.C1(C)C=CC=CC=1. The product is [Br:1][C:2]1[N:6]([S:7]([C:10]2[CH:11]=[CH:12][C:13]([O:16][CH3:17])=[CH:14][CH:15]=2)(=[O:8])=[O:9])[CH:5]=[C:4]([CH:18]=[O:19])[CH:3]=1. The yield is 0.750. (5) The reactants are [OH:1][CH:2]([CH2:30][OH:31])[CH2:3][O:4][C:5]1[C:14]2[C:9](=[CH:10][CH:11]=[CH:12][CH:13]=2)[C:8]([CH2:15][CH2:16][CH2:17][CH2:18][NH:19]C(=O)OCC2C=CC=CC=2)=[CH:7][CH:6]=1. The catalyst is CO. The product is [NH2:19][CH2:18][CH2:17][CH2:16][CH2:15][C:8]1[C:9]2[C:14](=[CH:13][CH:12]=[CH:11][CH:10]=2)[C:5]([O:4][CH2:3][CH:2]([OH:1])[CH2:30][OH:31])=[CH:6][CH:7]=1. The yield is 0.970.